Dataset: Forward reaction prediction with 1.9M reactions from USPTO patents (1976-2016). Task: Predict the product of the given reaction. Given the reactants C(S[C:4]1[CH:9]=[CH:8][CH:7]=[CH:6][C:5]=1[C:10]1[N:22]([CH3:23])[C:13]2=[N:14][CH:15]=[C:16]([C:18]([F:21])([F:20])[F:19])[CH:17]=[C:12]2[N:11]=1)C.Cl[C:25]1C=CC=C(C(OO)=O)[CH:26]=1.[S:35]([O-:39])([O-])(=[O:37])=S.[Na+].[Na+], predict the reaction product. The product is: [CH2:25]([S:35]([C:4]1[CH:9]=[CH:8][CH:7]=[CH:6][C:5]=1[C:10]1[N:22]([CH3:23])[C:13]2=[N:14][CH:15]=[C:16]([C:18]([F:21])([F:19])[F:20])[CH:17]=[C:12]2[N:11]=1)(=[O:39])=[O:37])[CH3:26].